From a dataset of Catalyst prediction with 721,799 reactions and 888 catalyst types from USPTO. Predict which catalyst facilitates the given reaction. (1) Reactant: Cl[C:2]1[C:3]2[CH:10]=[C:9](I)[N:8]([CH2:12][O:13][CH2:14][CH2:15][Si:16]([CH3:19])([CH3:18])[CH3:17])[C:4]=2[N:5]=[CH:6][N:7]=1.[CH3:20][O:21][C:22]1[CH:27]=[C:26](B2OC(C)(C)C(C)(C)O2)[CH:25]=[CH:24][C:23]=1[N:37]1[CH2:42][CH2:41][O:40][CH2:39][CH2:38]1.C([O-])([O-])=O.[Na+].[Na+].[O:49]1[CH2:54][CH2:53][CH:52]([O:55][C:56]2[CH:63]=[CH:62][C:61](B3OC(C)(C)C(C)(C)O3)=[CH:60][C:57]=2[C:58]#[N:59])[CH2:51][CH2:50]1. Product: [CH3:20][O:21][C:22]1[CH:27]=[C:26]([C:9]2[N:8]([CH2:12][O:13][CH2:14][CH2:15][Si:16]([CH3:19])([CH3:18])[CH3:17])[C:4]3[N:5]=[CH:6][N:7]=[C:2]([C:61]4[CH:62]=[CH:63][C:56]([O:55][CH:52]5[CH2:53][CH2:54][O:49][CH2:50][CH2:51]5)=[C:57]([CH:60]=4)[C:58]#[N:59])[C:3]=3[CH:10]=2)[CH:25]=[CH:24][C:23]=1[N:37]1[CH2:38][CH2:39][O:40][CH2:41][CH2:42]1. The catalyst class is: 104. (2) Reactant: [Cl:1][C:2]1[CH:10]=[CH:9][C:5]([C:6](O)=[O:7])=[C:4]([CH3:11])[N:3]=1.[NH2:12][NH2:13]. Product: [Cl:1][C:2]1[CH:10]=[CH:9][C:5]([C:6]([NH:12][NH2:13])=[O:7])=[C:4]([CH3:11])[N:3]=1. The catalyst class is: 8. (3) Reactant: [CH3:1][O:2][C:3]1[CH:4]=[CH:5][C:6]2[CH:10]=[C:9]([C:11]3[CH2:16][CH2:15][NH:14][CH2:13][CH:12]=3)[S:8][C:7]=2[CH:17]=1.FC(F)(F)CO. Product: [CH3:1][O:2][C:3]1[CH:4]=[CH:5][C:6]2[CH:10]=[C:9]([CH:11]3[CH2:16][CH2:15][NH:14][CH2:13][CH2:12]3)[S:8][C:7]=2[CH:17]=1. The catalyst class is: 63. (4) Reactant: [NH2:1][NH:2][C:3]([NH2:5])=[S:4].[F:6][C@@H:7]([CH3:11])[C:8](O)=O.O=P(Cl)(Cl)Cl. Product: [F:6][C@H:7]([C:11]1[S:4][C:3]([NH2:5])=[N:2][N:1]=1)[CH3:8]. The catalyst class is: 12. (5) Reactant: [NH2:1][C:2]1[CH:3]=[CH:4][C:5]([Cl:8])=[N:6][CH:7]=1.C[Si]([N-][Si](C)(C)C)(C)C.[Na+].[C:19]([O:23][C:24](O[C:24]([O:23][C:19]([CH3:22])([CH3:21])[CH3:20])=[O:25])=[O:25])([CH3:22])([CH3:21])[CH3:20].Cl. Product: [C:19]([O:23][C:24]([NH:1][C:2]1[CH:3]=[CH:4][C:5]([Cl:8])=[N:6][CH:7]=1)=[O:25])([CH3:22])([CH3:21])[CH3:20]. The catalyst class is: 182. (6) Reactant: Br[CH2:2][C:3]1[C:8]([CH:9]2[CH2:11][CH2:10]2)=[CH:7][CH:6]=[CH:5][C:4]=1[N:12]1[C:16](=[O:17])[N:15]([CH3:18])[N:14]=[N:13]1.[CH3:19][O:20][C:21]1[CH:26]=[CH:25][CH:24]=[CH:23][C:22]=1[N:27]1[CH:31]=[CH:30][C:29]([OH:32])=[N:28]1.C(=O)([O-])[O-].[K+].[K+].C(#N)C. Product: [CH3:19][O:20][C:21]1[CH:26]=[CH:25][CH:24]=[CH:23][C:22]=1[N:27]1[CH:31]=[CH:30][C:29]([O:32][CH2:2][C:3]2[C:8]([CH:9]3[CH2:11][CH2:10]3)=[CH:7][CH:6]=[CH:5][C:4]=2[N:12]2[C:16](=[O:17])[N:15]([CH3:18])[N:14]=[N:13]2)=[N:28]1. The catalyst class is: 6. (7) Reactant: [NH2:1][CH:2]1[CH2:7][CH2:6][CH:5]([CH2:8][NH:9][C:10](=[O:16])[O:11][C:12]([CH3:15])([CH3:14])[CH3:13])[CH2:4][CH2:3]1.[C:17]([N:25]=[C:26]=[S:27])(=[O:24])[C:18]1[CH:23]=[CH:22][CH:21]=[CH:20][CH:19]=1. Product: [C:17]([NH:25][C:26]([NH:1][CH:2]1[CH2:7][CH2:6][CH:5]([CH2:8][NH:9][C:10](=[O:16])[O:11][C:12]([CH3:13])([CH3:15])[CH3:14])[CH2:4][CH2:3]1)=[S:27])(=[O:24])[C:18]1[CH:23]=[CH:22][CH:21]=[CH:20][CH:19]=1. The catalyst class is: 1.